Dataset: NCI-60 drug combinations with 297,098 pairs across 59 cell lines. Task: Regression. Given two drug SMILES strings and cell line genomic features, predict the synergy score measuring deviation from expected non-interaction effect. (1) Drug 1: C1CN(CCN1C(=O)CCBr)C(=O)CCBr. Drug 2: B(C(CC(C)C)NC(=O)C(CC1=CC=CC=C1)NC(=O)C2=NC=CN=C2)(O)O. Cell line: HOP-62. Synergy scores: CSS=41.9, Synergy_ZIP=-3.25, Synergy_Bliss=-4.75, Synergy_Loewe=-36.2, Synergy_HSA=-8.05. (2) Drug 1: CN(C(=O)NC(C=O)C(C(C(CO)O)O)O)N=O. Drug 2: C1C(C(OC1N2C=NC(=NC2=O)N)CO)O. Cell line: SF-539. Synergy scores: CSS=-4.58, Synergy_ZIP=-1.25, Synergy_Bliss=-9.25, Synergy_Loewe=-11.3, Synergy_HSA=-15.3.